Dataset: Peptide-MHC class II binding affinity with 134,281 pairs from IEDB. Task: Regression. Given a peptide amino acid sequence and an MHC pseudo amino acid sequence, predict their binding affinity value. This is MHC class II binding data. The peptide sequence is LMCLSPLMANLAPHL. The MHC is DRB1_1501 with pseudo-sequence DRB1_1501. The binding affinity (normalized) is 0.456.